This data is from Aqueous solubility values for 9,982 compounds from the AqSolDB database. The task is: Regression/Classification. Given a drug SMILES string, predict its absorption, distribution, metabolism, or excretion properties. Task type varies by dataset: regression for continuous measurements (e.g., permeability, clearance, half-life) or binary classification for categorical outcomes (e.g., BBB penetration, CYP inhibition). For this dataset (solubility_aqsoldb), we predict Y. (1) The compound is CC(=O)C(=O)c1ccccc1. The Y is -1.76 log mol/L. (2) The Y is -3.06 log mol/L. The compound is Cc1cc(O)c2c(O)c3c(O)cccc3cc2c1. (3) The molecule is O=C(O)CCP(=O)(O)c1ccccc1. The Y is -0.828 log mol/L. (4) The compound is CC(=O)OCC1=C(C(=O)O)N2C(=O)C(NC(=O)Cc3cccs3)C2SC1. The Y is -2.94 log mol/L. (5) The drug is OCCBr. The Y is 0.903 log mol/L. (6) The molecule is Cc1ccncc1C. The Y is -0.314 log mol/L.